Dataset: Reaction yield outcomes from USPTO patents with 853,638 reactions. Task: Predict the reaction yield, written as a fraction of the theoretical maximum amount of product (1.0 means a 100% yield; for example, 0.34 means a 34% yield). (1) The reactants are [F:1][C:2]([F:11])([F:10])[C:3]1[CH:4]=[CH:5][C:6](=[O:9])[NH:7][CH:8]=1.I[C:13]1[CH:18]=[CH:17][C:16]([O:19][CH3:20])=[CH:15][CH:14]=1.C([O-])([O-])=O.[K+].[K+].CN(C=O)C. The catalyst is N.[Cu]I. The product is [CH3:20][O:19][C:16]1[CH:17]=[CH:18][C:13]([N:7]2[CH:8]=[C:3]([C:2]([F:1])([F:10])[F:11])[CH:4]=[CH:5][C:6]2=[O:9])=[CH:14][CH:15]=1. The yield is 0.392. (2) The reactants are [Br:1][C:2]1[S:6][C:5]([C:7]([O:9]C)=[O:8])=[CH:4][C:3]=1[CH3:11].[OH-].[Na+]. The catalyst is C(O)C. The product is [Br:1][C:2]1[S:6][C:5]([C:7]([OH:9])=[O:8])=[CH:4][C:3]=1[CH3:11]. The yield is 0.760. (3) The product is [S:24]1[C:25]2[CH:31]=[CH:30][CH:29]=[CH:28][C:26]=2[N:27]=[C:23]1[O:22][C:19]1[CH:20]=[CH:21][C:16]([CH2:15][CH2:14][N:11]2[CH2:12][CH2:13][CH:8]([C:6]3[N:5]([CH2:4][CH2:3][C:1]#[N:2])[N:67]=[N:66][N:65]=3)[CH2:9][CH2:10]2)=[CH:17][CH:18]=1. The reactants are [C:1]([CH2:3][CH2:4][NH:5][C:6]([CH:8]1[CH2:13][CH2:12][N:11]([CH2:14][CH2:15][C:16]2[CH:21]=[CH:20][C:19]([O:22][C:23]3[S:24][C:25]4[CH:31]=[CH:30][CH:29]=[CH:28][C:26]=4[N:27]=3)=[CH:18][CH:17]=2)[CH2:10][CH2:9]1)=O)#[N:2].C1(P(C2C=CC=CC=2)C2C=CC=CC=2)C=CC=CC=1.N(C(OC(C)C)=O)=NC(OC(C)C)=O.[N:65]([Si](C)(C)C)=[N+:66]=[N-:67]. The catalyst is CC#N. The yield is 0.830. (4) The reactants are Br[C:2]1[CH:11]=[CH:10][C:5]([C:6]([O:8][CH3:9])=[O:7])=[CH:4][C:3]=1[CH3:12].[F:13][C:14]([F:25])([F:24])[C:15]1[CH:20]=[CH:19][CH:18]=[CH:17][C:16]=1B(O)O.C(=O)([O-])[O-].[K+].[K+]. The catalyst is C1(C)C=CC=CC=1.O.C1C=CC([P]([Pd]([P](C2C=CC=CC=2)(C2C=CC=CC=2)C2C=CC=CC=2)([P](C2C=CC=CC=2)(C2C=CC=CC=2)C2C=CC=CC=2)[P](C2C=CC=CC=2)(C2C=CC=CC=2)C2C=CC=CC=2)(C2C=CC=CC=2)C2C=CC=CC=2)=CC=1. The product is [CH3:12][C:3]1[CH:4]=[C:5]([C:6]([O:8][CH3:9])=[O:7])[CH:10]=[CH:11][C:2]=1[C:16]1[CH:17]=[CH:18][CH:19]=[CH:20][C:15]=1[C:14]([F:25])([F:24])[F:13]. The yield is 0.960. (5) The yield is 0.800. The catalyst is CN(C=O)C.O. The reactants are Br[C:2]([CH3:13])([C:8]([O:10][CH2:11][CH3:12])=[O:9])[C:3]([O:5][CH2:6][CH3:7])=[O:4].[F-].[K+].[N+:16]([C:19]1[CH:20]=[C:21]([OH:25])[CH:22]=[CH:23][CH:24]=1)([O-:18])=[O:17]. The product is [CH3:13][C:2]([O:25][C:21]1[CH:22]=[CH:23][CH:24]=[C:19]([N+:16]([O-:18])=[O:17])[CH:20]=1)([C:8]([O:10][CH2:11][CH3:12])=[O:9])[C:3]([O:5][CH2:6][CH3:7])=[O:4]. (6) The reactants are [Br:1][C:2]1[C:11]([F:12])=[CH:10][C:5]([C:6](OC)=[O:7])=[C:4]([Cl:13])[CH:3]=1.CO.[BH4-].[Li+].C(OCC)(=O)C. The catalyst is O1CCCC1. The yield is 1.00. The product is [Br:1][C:2]1[C:11]([F:12])=[CH:10][C:5]([CH2:6][OH:7])=[C:4]([Cl:13])[CH:3]=1. (7) The reactants are S(Cl)(Cl)=O.[NH2:5][C@@:6]1([C:26]([OH:28])=[O:27])[C@H:11]([O:12][CH2:13][C:14]2[CH:19]=[CH:18][C:17]([Cl:20])=[C:16]([Cl:21])[CH:15]=2)[CH2:10][C@@H:9]2[C@H:7]1[C@@:8]2([F:25])[C:22]([OH:24])=[O:23].[F:29][C:30]1[CH:37]=[CH:36][C:33]([CH2:34]O)=[CH:32][CH:31]=1. No catalyst specified. The product is [F:29][C:30]1[CH:37]=[CH:36][C:33]([CH2:34][O:23][C:22]([C@:8]2([F:25])[C@@H:7]3[C@H:9]2[CH2:10][C@@H:11]([O:12][CH2:13][C:14]2[CH:19]=[CH:18][C:17]([Cl:20])=[C:16]([Cl:21])[CH:15]=2)[C@@:6]3([NH2:5])[C:26]([OH:28])=[O:27])=[O:24])=[CH:32][CH:31]=1. The yield is 0.700. (8) The reactants are [CH3:1][CH:2]1[CH2:7][CH2:6][N:5]([S:8]([C:11]2[CH:12]=[C:13]([CH:17]=[CH:18][CH:19]=2)[C:14]([OH:16])=[O:15])(=[O:10])=[O:9])[CH2:4][CH2:3]1.S(=O)(=O)(O)O.[CH3:25]O. No catalyst specified. The product is [CH3:1][CH:2]1[CH2:7][CH2:6][N:5]([S:8]([C:11]2[CH:12]=[C:13]([CH:17]=[CH:18][CH:19]=2)[C:14]([O:16][CH3:25])=[O:15])(=[O:10])=[O:9])[CH2:4][CH2:3]1. The yield is 0.750.